This data is from Reaction yield outcomes from USPTO patents with 853,638 reactions. The task is: Predict the reaction yield, written as a fraction of the theoretical maximum amount of product (1.0 means a 100% yield; for example, 0.34 means a 34% yield). (1) The reactants are Br[C:2]([F:18])([F:17])[C:3](F)([F:15])[O:4][C:5]1[C:14]2[C:9](=[CH:10][CH:11]=[CH:12][CH:13]=2)[CH:8]=[CH:7][CH:6]=1.C(#N)C. The catalyst is [Zn].O. The product is [F:15][C:3]([O:4][C:5]1[C:14]2[C:9](=[CH:10][CH:11]=[CH:12][CH:13]=2)[CH:8]=[CH:7][CH:6]=1)=[C:2]([F:18])[F:17]. The yield is 0.770. (2) The reactants are [NH2:1][C:2]1[CH:3]=[N:4][CH:5]=[C:6]([Br:8])[CH:7]=1.N1C=CC=CC=1.[C:15](Cl)(=[O:19])[CH:16]([CH3:18])[CH3:17]. The catalyst is C(Cl)Cl. The product is [Br:8][C:6]1[CH:7]=[C:2]([NH:1][C:15](=[O:19])[CH:16]([CH3:18])[CH3:17])[CH:3]=[N:4][CH:5]=1. The yield is 0.710. (3) The reactants are CC1C=CC(S(O[CH2:12][C:13]2([OH:27])[C:17]3=[C:18]([Cl:26])[CH:19]=[N:20][C:21]4[CH:22]=[CH:23][C:24](=[O:25])[N:15]([C:16]=43)[CH2:14]2)(=O)=O)=CC=1.[NH:28]1[CH2:33][CH2:32][CH:31]([NH:34][C:35](=[O:41])[O:36][C:37]([CH3:40])([CH3:39])[CH3:38])[CH2:30][CH2:29]1.C(=O)([O-])[O-].[Na+].[Na+]. The catalyst is C(O)C. The product is [Cl:26][C:18]1[CH:19]=[N:20][C:21]2[CH:22]=[CH:23][C:24](=[O:25])[N:15]3[CH2:14][C:13]([CH2:12][N:28]4[CH2:29][CH2:30][CH:31]([NH:34][C:35](=[O:41])[O:36][C:37]([CH3:39])([CH3:38])[CH3:40])[CH2:32][CH2:33]4)([OH:27])[C:17]=1[C:16]=23. The yield is 0.820. (4) The reactants are [Cl:1][C:2]1[CH:10]=[CH:9][C:5]([C:6](O)=[O:7])=[CH:4][N:3]=1.S(Cl)([Cl:13])=O. No catalyst specified. The product is [Cl:1][C:2]1[CH:10]=[CH:9][C:5]([C:6]([Cl:13])=[O:7])=[CH:4][N:3]=1. The yield is 0.890. (5) The reactants are [OH-:1].[Li+].[C:3]([C:6]1[CH:29]=[CH:28][C:9]([O:10][CH2:11][C:12]2[CH:27]=[CH:26][C:15]([C:16]([C:18]3[CH:19]=[N:20][CH:21]=[C:22]([CH:25]=3)[C:23]#N)=[O:17])=[CH:14][CH:13]=2)=[C:8]([CH2:30][CH2:31][CH3:32])[C:7]=1[OH:33])(=[O:5])[CH3:4].[OH2:34]. The catalyst is O1CCOCC1.CCOCC. The product is [C:3]([C:6]1[CH:29]=[CH:28][C:9]([O:10][CH2:11][C:12]2[CH:27]=[CH:26][C:15]([C:16]([C:18]3[CH:19]=[N:20][CH:21]=[C:22]([CH:25]=3)[C:23]([OH:34])=[O:1])=[O:17])=[CH:14][CH:13]=2)=[C:8]([CH2:30][CH2:31][CH3:32])[C:7]=1[OH:33])(=[O:5])[CH3:4]. The yield is 0.500. (6) The product is [Br:21][C:14](=[C:11]1[CH2:10][CH2:9][N:8]([C:6](=[O:7])[C:35]([C:26]2[C:25]3[C:29](=[C:30]([O:33][CH3:34])[N:31]=[CH:32][C:24]=3[O:23][CH3:22])[NH:28][CH:27]=2)=[O:39])[CH2:13][CH2:12]1)[C:15]1[CH:16]=[CH:17][CH:18]=[CH:19][CH:20]=1. The reactants are C(O[C:6]([N:8]1[CH2:13][CH2:12][C:11](=[C:14]([Br:21])[C:15]2[CH:20]=[CH:19][CH:18]=[CH:17][CH:16]=2)[CH2:10][CH2:9]1)=[O:7])(C)(C)C.[CH3:22][O:23][C:24]1[CH:32]=[N:31][C:30]([O:33][CH3:34])=[C:29]2[C:25]=1[C:26]([C:35](=[O:39])C(O)=O)=[CH:27][NH:28]2.CCN(C(C)C)C(C)C.C1N(P(Cl)(N2C(=O)OCC2)=O)C(=O)OC1. The catalyst is Cl.O1CCOCC1. The yield is 0.710.